Task: Predict the reactants needed to synthesize the given product.. Dataset: Full USPTO retrosynthesis dataset with 1.9M reactions from patents (1976-2016) (1) The reactants are: [CH3:1][N:2]([CH:4]([C:13]1[CH:18]=[CH:17][CH:16]=[C:15]([F:19])[CH:14]=1)[CH:5]1[CH2:10][CH2:9][CH:8]([CH:11]=[O:12])[CH2:7][CH2:6]1)[CH3:3].[OH-].[Na+].[BH4-].[Na+]. Given the product [CH3:3][N:2]([CH:4]([C:13]1[CH:18]=[CH:17][CH:16]=[C:15]([F:19])[CH:14]=1)[CH:5]1[CH2:10][CH2:9][CH:8]([CH2:11][OH:12])[CH2:7][CH2:6]1)[CH3:1], predict the reactants needed to synthesize it. (2) Given the product [C:1]([O:5][C:6]([N:8]1[CH2:13][CH2:12][CH:11]([S:14][CH2:15][CH2:16][CH2:21][O:22][CH3:23])[CH2:10][CH2:9]1)=[O:7])([CH3:4])([CH3:3])[CH3:2], predict the reactants needed to synthesize it. The reactants are: [C:1]([O:5][C:6]([N:8]1[CH2:13][CH2:12][CH:11]([S:14][C:15](=O)[CH3:16])[CH2:10][CH2:9]1)=[O:7])([CH3:4])([CH3:3])[CH3:2].C[O-].[Na+].[CH3:21][O:22][CH2:23]CCOS(C1C=CC(C)=CC=1)(=O)=O. (3) Given the product [CH3:17][O:16][C:14](=[O:15])[CH:9]([N:8]1[CH2:7][C:6]([O:18][C:19]2[CH:24]=[CH:23][CH:22]=[CH:21][C:20]=2[Cl:25])=[CH:5][C:4]1=[O:3])[CH2:10][CH:11]([F:13])[F:12], predict the reactants needed to synthesize it. The reactants are: C([O:3][C:4](=O)[CH:5]=[C:6]([O:18][C:19]1[CH:24]=[CH:23][CH:22]=[CH:21][C:20]=1[Cl:25])[CH2:7][NH:8][CH:9]([C:14]([O:16][CH3:17])=[O:15])[CH2:10][CH:11]([F:13])[F:12])C. (4) Given the product [Cl:21][C:18]1[CH:19]=[CH:20][C:15]([S:12]([C:7]2[CH:8]=[N:9][C:10]3[C:5]([C:6]=2[Cl:24])=[CH:4][CH:3]=[C:2]([Cl:1])[CH:11]=3)(=[O:14])=[O:13])=[CH:16][CH:17]=1, predict the reactants needed to synthesize it. The reactants are: [Cl:1][C:2]1[CH:11]=[C:10]2[C:5]([C:6](O)=[C:7]([S:12]([C:15]3[CH:20]=[CH:19][C:18]([Cl:21])=[CH:17][CH:16]=3)(=[O:14])=[O:13])[CH:8]=[N:9]2)=[CH:4][CH:3]=1.O(Cl)[Cl:24].[P+5].[Na]. (5) Given the product [C:34]([O:33][C:32](=[O:38])[NH:31][CH:24]([C:25]1[CH:26]=[CH:27][CH:28]=[CH:29][CH:30]=1)[C:23]([NH:21][NH:22][C:18]([C@@H:13]1[CH2:12][CH2:11][C@@H:10]2[CH2:17][N:14]1[C:15](=[O:16])[N:9]2[O:8][CH2:1][C:2]1[CH:3]=[CH:4][CH:5]=[CH:6][CH:7]=1)=[O:20])=[O:39])([CH3:37])([CH3:35])[CH3:36], predict the reactants needed to synthesize it. The reactants are: [CH2:1]([O:8][N:9]1[C:15](=[O:16])[N:14]2[CH2:17][C@H:10]1[CH2:11][CH2:12][C@H:13]2[C:18]([OH:20])=O)[C:2]1[CH:7]=[CH:6][CH:5]=[CH:4][CH:3]=1.[NH:21]([C:23](=[O:39])[CH:24]([NH:31][C:32](=[O:38])[O:33][C:34]([CH3:37])([CH3:36])[CH3:35])[C:25]1[CH:30]=[CH:29][CH:28]=[CH:27][CH:26]=1)[NH2:22].ON1C2C=CC=CC=2N=N1.Cl.C(N=C=NCCCN(C)C)C.